From a dataset of Peptide-MHC class II binding affinity with 134,281 pairs from IEDB. Regression. Given a peptide amino acid sequence and an MHC pseudo amino acid sequence, predict their binding affinity value. This is MHC class II binding data. The peptide sequence is FNSLISIAQHLVSDR. The MHC is DRB1_0701 with pseudo-sequence DRB1_0701. The binding affinity (normalized) is 0.745.